Dataset: Forward reaction prediction with 1.9M reactions from USPTO patents (1976-2016). Task: Predict the product of the given reaction. (1) Given the reactants [N+]([O-])(O)=O.[CH3:5][C:6]1[NH:11][C:10](=[O:12])[NH:9][CH:8]([C:13]2[CH:18]=[CH:17][C:16]([CH3:19])=[CH:15][CH:14]=2)[C:7]=1[C:20]([O:22][CH2:23][CH3:24])=[O:21].C(=O)([O-])[O-].[K+].[K+], predict the reaction product. The product is: [CH3:5][C:6]1[NH:11][C:10](=[O:12])[N:9]=[C:8]([C:13]2[CH:18]=[CH:17][C:16]([CH3:19])=[CH:15][CH:14]=2)[C:7]=1[C:20]([O:22][CH2:23][CH3:24])=[O:21]. (2) Given the reactants I[C:2]1[CH:3]=[C:4]2[C:8](=[CH:9][CH:10]=1)[CH2:7][CH:6]([NH:11][S:12]([CH:15]([CH3:17])[CH3:16])(=[O:14])=[O:13])[CH2:5]2.[CH3:18][N:19]([CH3:32])[S:20]([C:23]1[CH:24]=[C:25](B(O)O)[CH:26]=[CH:27][CH:28]=1)(=[O:22])=[O:21], predict the reaction product. The product is: [OH:13][S:12]([NH:11][CH:6]1[CH2:5][C:4]2[C:8](=[CH:9][CH:10]=[C:2]([C:25]3[CH:24]=[C:23]([S:20]([N:19]([CH3:32])[CH3:18])(=[O:21])=[O:22])[CH:28]=[CH:27][CH:26]=3)[CH:3]=2)[CH2:7]1)([OH:14])[CH:15]([CH3:17])[CH3:16]. (3) Given the reactants [F:1][CH:2]([F:25])[C:3]1[N:8]2[N:9]=[CH:10][C:11]([C:12](O)=[O:13])=[C:7]2[N:6]=[C:5]([C:15]2[CH:20]=[CH:19][C:18]([C:21]([F:24])([F:23])[F:22])=[CH:17][CH:16]=2)[CH:4]=1.C(OC(=O)[NH:32][CH2:33][CH2:34][NH:35][S:36]([C:39]1[S:40][C:41]([Cl:47])=[C:42]([N+:44]([O-])=O)[CH:43]=1)(=[O:38])=[O:37])(C)(C)C, predict the reaction product. The product is: [NH2:32][CH2:33][CH2:34][NH:35][S:36]([C:39]1[S:40][C:41]([Cl:47])=[C:42]([NH:44][C:12]([C:11]2[CH:10]=[N:9][N:8]3[C:3]([CH:2]([F:25])[F:1])=[CH:4][C:5]([C:15]4[CH:16]=[CH:17][C:18]([C:21]([F:24])([F:23])[F:22])=[CH:19][CH:20]=4)=[N:6][C:7]=23)=[O:13])[CH:43]=1)(=[O:37])=[O:38]. (4) Given the reactants [Br-].[CH2:2]([N+:9]1[CH:14]=[CH:13][C:12]([C:15]([CH:17]2[CH2:25][C:24]3[C:19](=[CH:20][C:21]([O:28][CH3:29])=[C:22]([O:26][CH3:27])[CH:23]=3)[C:18]2=[O:30])=[O:16])=[CH:11][CH:10]=1)[C:3]1[CH:8]=[CH:7][CH:6]=[CH:5][CH:4]=1.[BH4-].[Na+].[OH-].[K+].Cl, predict the reaction product. The product is: [CH2:2]([N:9]1[CH2:10][CH:11]=[C:12]([CH:15]([OH:16])[CH:17]2[CH2:25][C:24]3[C:19](=[CH:20][C:21]([O:28][CH3:29])=[C:22]([O:26][CH3:27])[CH:23]=3)[C:18]2=[O:30])[CH2:13][CH2:14]1)[C:3]1[CH:4]=[CH:5][CH:6]=[CH:7][CH:8]=1. (5) Given the reactants [CH3:1][C:2]1[C:3](=[O:12])[N:4]=[C:5]([CH2:9][CH2:10][CH3:11])[NH:6][C:7]=1[CH3:8].[H-].[Li+].[CH2:15](OS([C:19]1[CH:20]=[CH:21][C:16]([CH3:15])=[CH:17][CH:18]=1)(=O)=O)[C:16]1[CH:21]=[CH:20][CH:19]=[CH:18][CH:17]=1.O, predict the reaction product. The product is: [CH3:1][C:2]1[C:3](=[O:12])[N:4]([CH2:15][C:16]2[CH:21]=[CH:20][CH:19]=[CH:18][CH:17]=2)[C:5]([CH2:9][CH2:10][CH3:11])=[N:6][C:7]=1[CH3:8]. (6) Given the reactants [F:1][C:2]([F:7])([F:6])[C:3]([OH:5])=[O:4].[F:8][C:9]([F:14])([F:13])[C:10]([OH:12])=[O:11].FC(F)(F)C(O)=O.[Cl:22][C:23]1[CH:24]=[N:25][C:26]2[NH:27][C:28]3[CH:29]=[N:30][CH:31]=[C:32]([CH:54]=3)[CH2:33][CH2:34][C:35]3[CH:43]=[C:39]([NH:40][C:41]=1[N:42]=2)[CH:38]=[CH:37][C:36]=3[NH:44][C:45](=[O:53])[CH2:46][CH:47]1[CH2:52][CH2:51][NH:50][CH2:49][CH2:48]1.[O:55]1[C:59]([C:60](Cl)=[O:61])=[CH:58][CH:57]=[N:56]1, predict the reaction product. The product is: [F:1][C:2]([F:7])([F:6])[C:3]([OH:5])=[O:4].[F:8][C:9]([F:14])([F:13])[C:10]([OH:12])=[O:11].[Cl:22][C:23]1[CH:24]=[N:25][C:26]2[NH:27][C:28]3[CH:29]=[N:30][CH:31]=[C:32]([CH:54]=3)[CH2:33][CH2:34][C:35]3[CH:43]=[C:39]([NH:40][C:41]=1[N:42]=2)[CH:38]=[CH:37][C:36]=3[NH:44][C:45](=[O:53])[CH2:46][CH:47]1[CH2:52][CH2:51][N:50]([C:60]([C:59]2[O:55][N:56]=[CH:57][CH:58]=2)=[O:61])[CH2:49][CH2:48]1. (7) Given the reactants [OH:1][C:2]1[CH:3]=[C:4]([C:8]2[CH:13]=[CH:12][C:11]([CH2:14][NH:15][C:16](=[O:22])[O:17][C:18]([CH3:21])([CH3:20])[CH3:19])=[CH:10][CH:9]=2)[CH:5]=[CH:6][CH:7]=1.C(=O)([O-])[O-].[K+].[K+].Br[CH2:30][CH2:31][CH3:32], predict the reaction product. The product is: [CH2:30]([O:1][C:2]1[CH:3]=[C:4]([C:8]2[CH:13]=[CH:12][C:11]([CH2:14][NH:15][C:16](=[O:22])[O:17][C:18]([CH3:19])([CH3:21])[CH3:20])=[CH:10][CH:9]=2)[CH:5]=[CH:6][CH:7]=1)[CH2:31][CH3:32].